This data is from Reaction yield outcomes from USPTO patents with 853,638 reactions. The task is: Predict the reaction yield, written as a fraction of the theoretical maximum amount of product (1.0 means a 100% yield; for example, 0.34 means a 34% yield). (1) The reactants are Br[C:2]1[CH:3]=[C:4]([N:8]2[C:16]3[C:11](=[CH:12][CH:13]=[CH:14][C:15]=3[O:17][CH3:18])[C:10]([C:19]([O:21][CH3:22])=[O:20])=[N:9]2)[CH:5]=[CH:6][CH:7]=1.[C:23]([C@:25]1([OH:32])[CH2:29][CH2:28][N:27]([CH3:30])[C:26]1=[O:31])#[CH:24]. No catalyst specified. The product is [OH:32][C@@:25]1([C:23]#[C:24][C:2]2[CH:3]=[C:4]([N:8]3[C:16]4[C:11](=[CH:12][CH:13]=[CH:14][C:15]=4[O:17][CH3:18])[C:10]([C:19]([O:21][CH3:22])=[O:20])=[N:9]3)[CH:5]=[CH:6][CH:7]=2)[CH2:29][CH2:28][N:27]([CH3:30])[C:26]1=[O:31]. The yield is 0.770. (2) The reactants are [S:1]1[CH:5]=[CH:4][C:3]([C:6]2[CH:7]=[CH:8][CH:9]=[C:10]3[C:14]=2[NH:13]C(=O)[C:11]3=[O:16])=[CH:2]1.[OH-:17].[Na+].OO.Cl. No catalyst specified. The product is [NH2:13][C:14]1[C:6]([C:3]2[CH:4]=[CH:5][S:1][CH:2]=2)=[CH:7][CH:8]=[CH:9][C:10]=1[C:11]([OH:16])=[O:17]. The yield is 0.776. (3) The reactants are [Cl:1][C:2]1[N:7]=[C:6]([C:8]2[S:12][C:11]([CH:13]([CH3:15])[CH3:14])=[N:10][C:9]=2[C:16]2[CH:17]=[C:18]([CH:20]=[CH:21][CH:22]=2)[NH2:19])[CH:5]=[CH:4][N:3]=1.[N:23]1([S:29](Cl)(=[O:31])=[O:30])[CH2:28][CH2:27][O:26][CH2:25][CH2:24]1. The catalyst is N1C=CC=CC=1. The product is [Cl:1][C:2]1[N:7]=[C:6]([C:8]2[S:12][C:11]([CH:13]([CH3:15])[CH3:14])=[N:10][C:9]=2[C:16]2[CH:17]=[C:18]([NH:19][S:29]([N:23]3[CH2:28][CH2:27][O:26][CH2:25][CH2:24]3)(=[O:31])=[O:30])[CH:20]=[CH:21][CH:22]=2)[CH:5]=[CH:4][N:3]=1. The yield is 0.138.